The task is: Predict the reactants needed to synthesize the given product.. This data is from Full USPTO retrosynthesis dataset with 1.9M reactions from patents (1976-2016). Given the product [C:1]([O:5][C:6](=[O:16])[NH:7][C@@H:8]1[CH2:12][CH2:11][C@@H:10]([C:13]#[N:14])[CH2:9]1)([CH3:4])([CH3:2])[CH3:3], predict the reactants needed to synthesize it. The reactants are: [C:1]([O:5][C:6](=[O:16])[NH:7][C@@H:8]1[CH2:12][CH2:11][C@@H:10]([C:13](=O)[NH2:14])[CH2:9]1)([CH3:4])([CH3:3])[CH3:2].C(N(CC)CC)C.FC(F)(F)C(OC(=O)C(F)(F)F)=O.